From a dataset of Reaction yield outcomes from USPTO patents with 853,638 reactions. Predict the reaction yield, written as a fraction of the theoretical maximum amount of product (1.0 means a 100% yield; for example, 0.34 means a 34% yield). The reactants are [Cl:1][C:2]1[CH:22]=[N:21][C:5]2=[N:6][C:7]([N:12]3[CH2:17][CH:16]([CH3:18])[N:15]([CH3:19])[CH:14]([CH3:20])[CH2:13]3)=[C:8]([NH:10][NH2:11])[N:9]=[C:4]2[CH:3]=1.[CH:23](OC)(OC)OC. The catalyst is CCOCC. The product is [Cl:1][C:2]1[CH:22]=[N:21][C:5]2[N:6]=[C:7]([N:12]3[CH2:13][CH:14]([CH3:20])[N:15]([CH3:19])[CH:16]([CH3:18])[CH2:17]3)[C:8]3[N:9]([CH:23]=[N:11][N:10]=3)[C:4]=2[CH:3]=1. The yield is 0.210.